This data is from Reaction yield outcomes from USPTO patents with 853,638 reactions. The task is: Predict the reaction yield, written as a fraction of the theoretical maximum amount of product (1.0 means a 100% yield; for example, 0.34 means a 34% yield). The catalyst is [OH-].[Na+].CCOC(C)=O. The reactants are Cl[CH2:2][C:3]1[N:7]2[N:8]([CH2:28][C:29]3[C:30]([CH3:39])=[N:31][C:32]([C:35]([F:38])([F:37])[F:36])=[CH:33][CH:34]=3)[C:9](=[O:27])[C:10]([C:19]3[CH:26]=[CH:25][C:22]([C:23]#[N:24])=[CH:21][CH:20]=3)=[C:11]([C:12]3[CH:17]=[CH:16][C:15]([Cl:18])=[CH:14][CH:13]=3)[C:6]2=[N:5][N:4]=1.[I-].[Na+].CC(C)=[O:44].O. The product is [Cl:18][C:15]1[CH:16]=[CH:17][C:12]([C:11]2[C:6]3[N:7]([C:3]([CH2:2][OH:44])=[N:4][N:5]=3)[N:8]([CH2:28][C:29]3[C:30]([CH3:39])=[N:31][C:32]([C:35]([F:38])([F:37])[F:36])=[CH:33][CH:34]=3)[C:9](=[O:27])[C:10]=2[C:19]2[CH:26]=[CH:25][C:22]([C:23]#[N:24])=[CH:21][CH:20]=2)=[CH:13][CH:14]=1. The yield is 0.510.